This data is from Reaction yield outcomes from USPTO patents with 853,638 reactions. The task is: Predict the reaction yield, written as a fraction of the theoretical maximum amount of product (1.0 means a 100% yield; for example, 0.34 means a 34% yield). (1) The reactants are [NH2:1][C:2]1[C:11]2[CH:10]=[CH:9][CH:8]=[C:7](Br)[C:6]=2[N:5]=[C:4]2[CH2:13][N:14]([CH:17]3[CH2:19][CH2:18]3)[C:15](=[O:16])[C:3]=12.[F:20][C:21]1[CH:26]=[CH:25][CH:24]=[C:23]([F:27])[C:22]=1B(O)O. No catalyst specified. The product is [NH2:1][C:2]1[C:11]2[CH:10]=[CH:9][CH:8]=[C:7]([C:22]3[C:21]([F:20])=[CH:26][CH:25]=[CH:24][C:23]=3[F:27])[C:6]=2[N:5]=[C:4]2[CH2:13][N:14]([CH:17]3[CH2:19][CH2:18]3)[C:15](=[O:16])[C:3]=12. The yield is 0.110. (2) The reactants are C(O)(C(F)(F)F)=O.[C:8]([O:11][CH2:12][C:13]1[C:14]([S:36]([CH3:39])(=[O:38])=[O:37])=[CH:15][C:16]2[N:20]3[CH2:21][CH2:22][N:23](C(OC(C)(C)C)=O)[C@H:24]([CH:25]([CH3:27])[CH3:26])[C:19]3=[N:18][C:17]=2[CH:35]=1)(=[O:10])[CH3:9]. The catalyst is C(Cl)Cl. The product is [C:8]([O:11][CH2:12][C:13]1[C:14]([S:36]([CH3:39])(=[O:37])=[O:38])=[CH:15][C:16]2[N:20]3[CH2:21][CH2:22][NH:23][C@H:24]([CH:25]([CH3:26])[CH3:27])[C:19]3=[N:18][C:17]=2[CH:35]=1)(=[O:10])[CH3:9]. The yield is 0.971. (3) The reactants are [N:1]1([CH2:7][CH2:8][CH2:9][O:10][C:11]2[CH:16]=[CH:15][C:14]([NH2:17])=[CH:13][CH:12]=2)[CH2:6][CH2:5][CH2:4][CH2:3][CH2:2]1.[CH3:18][C:19]1[CH:27]=[CH:26][CH:25]=[C:24]2[C:20]=1[C:21](=[CH:29]O)[C:22](=[O:28])[NH:23]2. No catalyst specified. The product is [CH3:18][C:19]1[CH:27]=[CH:26][CH:25]=[C:24]2[C:20]=1[C:21](=[CH:29][NH:17][C:14]1[CH:13]=[CH:12][C:11]([O:10][CH2:9][CH2:8][CH2:7][N:1]3[CH2:2][CH2:3][CH2:4][CH2:5][CH2:6]3)=[CH:16][CH:15]=1)[C:22](=[O:28])[NH:23]2. The yield is 0.490. (4) The reactants are [N+:1]([C:4]1[CH:5]=[CH:6][C:7]([O:10][CH:11]2[CH2:14][CH:13]([C:15]([O:17][CH2:18][CH2:19][C:20]3[CH:25]=[CH:24][CH:23]=[CH:22][CH:21]=3)=[O:16])[CH2:12]2)=[N:8][CH:9]=1)([O-])=O. The catalyst is [Pd].C(O)C. The product is [NH2:1][C:4]1[CH:5]=[CH:6][C:7]([O:10][CH:11]2[CH2:12][CH:13]([C:15]([O:17][CH2:18][CH2:19][C:20]3[CH:21]=[CH:22][CH:23]=[CH:24][CH:25]=3)=[O:16])[CH2:14]2)=[N:8][CH:9]=1. The yield is 0.692. (5) The reactants are C([O:3][C:4](=O)[C:5]([CH3:32])([O:7][C:8]1[CH:31]=[CH:30][C:11]2[C:12]3[N:16]([CH2:17][CH2:18][O:19][C:10]=2[CH:9]=1)[CH:15]=[C:14]([C:20]1[N:21]([CH2:25][C:26]([F:29])([F:28])[F:27])[N:22]=[CH:23][N:24]=1)[N:13]=3)[CH3:6])C.O.[OH-].[Li+].Cl.C[N:39](C(ON1N=NC2C=CC=NC1=2)=[N+](C)C)C.F[P-](F)(F)(F)(F)F.[Cl-].[NH4+].C(N(CC)CC)C. The catalyst is CO.O. The product is [CH3:6][C:5]([O:7][C:8]1[CH:31]=[CH:30][C:11]2[C:12]3[N:16]([CH:15]=[C:14]([C:20]4[N:21]([CH2:25][C:26]([F:28])([F:29])[F:27])[N:22]=[CH:23][N:24]=4)[N:13]=3)[CH2:17][CH2:18][O:19][C:10]=2[CH:9]=1)([CH3:32])[C:4]([NH2:39])=[O:3]. The yield is 0.500.